From a dataset of Forward reaction prediction with 1.9M reactions from USPTO patents (1976-2016). Predict the product of the given reaction. (1) Given the reactants OO.[Br:3][C:4]1[CH:5]=[CH:6][C:7]([NH2:12])=[N:8][C:9]=1[CH2:10][CH3:11].C(Cl)Cl.[OH-:16].[Na+].[OH:18]S(O)(=O)=O, predict the reaction product. The product is: [Br:3][C:4]1[C:9]([CH2:10][CH3:11])=[N:8][C:7]([N+:12]([O-:18])=[O:16])=[CH:6][CH:5]=1. (2) Given the reactants [C:1]([C:5]1[CH:10]=[CH:9][C:8]([S:11]([N:14]2[C@@H:19]([CH3:20])[CH2:18][N:17](C(OCC3C=CC=CC=3)=O)[CH2:16][C@@H:15]2[CH3:31])(=[O:13])=[O:12])=[CH:7][CH:6]=1)([CH3:4])([CH3:3])[CH3:2], predict the reaction product. The product is: [C:1]([C:5]1[CH:6]=[CH:7][C:8]([S:11]([N:14]2[C@@H:19]([CH3:20])[CH2:18][NH:17][CH2:16][C@@H:15]2[CH3:31])(=[O:13])=[O:12])=[CH:9][CH:10]=1)([CH3:4])([CH3:2])[CH3:3]. (3) Given the reactants [N+:1]([C:4]1[CH:5]=[CH:6][C:7]([N:10]2[CH2:24][CH2:23][C:13]3([CH2:16][C:15](=[CH:17][C:18]([O:20][CH2:21][CH3:22])=[O:19])[CH2:14]3)[CH2:12][CH2:11]2)=[N:8][CH:9]=1)([O-])=O, predict the reaction product. The product is: [NH2:1][C:4]1[CH:5]=[CH:6][C:7]([N:10]2[CH2:24][CH2:23][C:13]3([CH2:14][CH:15]([CH2:17][C:18]([O:20][CH2:21][CH3:22])=[O:19])[CH2:16]3)[CH2:12][CH2:11]2)=[N:8][CH:9]=1.